This data is from Peptide-MHC class I binding affinity with 185,985 pairs from IEDB/IMGT. The task is: Regression. Given a peptide amino acid sequence and an MHC pseudo amino acid sequence, predict their binding affinity value. This is MHC class I binding data. (1) The peptide sequence is LADQLIHLHY. The MHC is HLA-B57:01 with pseudo-sequence HLA-B57:01. The binding affinity (normalized) is 0.0763. (2) The MHC is HLA-A02:16 with pseudo-sequence HLA-A02:16. The peptide sequence is VYLPGRGGV. The binding affinity (normalized) is 0.181. (3) The peptide sequence is IYVLVMLVL. The MHC is HLA-A33:01 with pseudo-sequence HLA-A33:01. The binding affinity (normalized) is 0.0753. (4) The peptide sequence is KQNKFGDSPL. The MHC is HLA-A02:03 with pseudo-sequence HLA-A02:03. The binding affinity (normalized) is 0.503.